Dataset: Full USPTO retrosynthesis dataset with 1.9M reactions from patents (1976-2016). Task: Predict the reactants needed to synthesize the given product. (1) Given the product [CH2:10]([N:3]([CH2:1][CH3:2])[CH2:4][CH2:5][CH2:6][C:7]([CH3:13])([OH:9])[CH3:8])[CH3:11], predict the reactants needed to synthesize it. The reactants are: [CH2:1]([N:3]([CH2:10][CH3:11])[CH2:4][CH2:5][CH2:6][C:7](=[O:9])[CH3:8])[CH3:2].[Li][CH3:13].[NH4+].[Cl-]. (2) Given the product [CH2:1]([N:8]([CH2:26][C:27]1[CH:28]=[CH:29][CH:30]=[CH:31][CH:32]=1)[C@H:9]1[CH2:14][CH2:13][C@@H:12]([N:15]([CH:17]([CH3:19])[CH3:18])[CH3:16])[CH2:11][C@H:10]1[CH2:20][CH:21]([OH:25])[CH:22]([CH3:23])[CH3:24])[C:2]1[CH:3]=[CH:4][CH:5]=[CH:6][CH:7]=1, predict the reactants needed to synthesize it. The reactants are: [CH2:1]([N:8]([CH2:26][C:27]1[CH:32]=[CH:31][CH:30]=[CH:29][CH:28]=1)[C@H:9]1[CH2:14][CH2:13][C@@H:12]([N:15]([CH:17]([CH3:19])[CH3:18])[CH3:16])[CH2:11][C@H:10]1[CH2:20][C:21](=[O:25])[CH:22]([CH3:24])[CH3:23])[C:2]1[CH:7]=[CH:6][CH:5]=[CH:4][CH:3]=1.[BH4-].[Na+].[NH4+].[Cl-].C([O-])(O)=O.[Na+]. (3) Given the product [Br:8][C:9]1[C:10]([O:7][CH2:6][CH:3]2[CH2:5][CH2:4]2)=[N:11][CH:12]=[C:13]([N+:15]([O-:17])=[O:16])[CH:14]=1.[Br:8][C:9]1[C:10]([Cl:18])=[N:11][CH:12]=[C:13]([N+:15]([O-:17])=[O:16])[CH:14]=1, predict the reactants needed to synthesize it. The reactants are: [H-].[Na+].[CH:3]1([CH2:6][OH:7])[CH2:5][CH2:4]1.[Br:8][C:9]1[C:10]([Cl:18])=[N:11][CH:12]=[C:13]([N+:15]([O-:17])=[O:16])[CH:14]=1.O. (4) Given the product [ClH:11].[CH3:1][C:2]1[CH:10]=[CH:9][C:5]([CH2:6][NH2:7])=[CH:4][CH:3]=1, predict the reactants needed to synthesize it. The reactants are: [CH3:1][C:2]1[CH:10]=[CH:9][C:5]([CH:6]=[N:7]O)=[CH:4][CH:3]=1.[ClH:11]. (5) Given the product [F:1][C:2]([F:7])([F:6])[C:3]([OH:5])=[O:4].[NH2:29][C@H:30]1[C@H:34]([CH3:35])[O:36][C:38]2[CH:43]=[CH:42][C:41]([C:44]([F:47])([F:46])[F:45])=[CH:40][C:39]=2[NH:48][C:31]1=[O:32], predict the reactants needed to synthesize it. The reactants are: [F:1][C:2]([F:7])([F:6])[C:3]([OH:5])=[O:4].N[C@H]1COC2C=C(C)C=CC=2NC1=O.C(OC([NH:29][C@@H:30]([C@@H:34]([OH:36])[CH3:35])[C:31](O)=[O:32])=O)(C)(C)C.F[C:38]1[CH:43]=[CH:42][C:41]([C:44]([F:47])([F:46])[F:45])=[CH:40][C:39]=1[N+:48]([O-])=O.